From a dataset of Reaction yield outcomes from USPTO patents with 853,638 reactions. Predict the reaction yield, written as a fraction of the theoretical maximum amount of product (1.0 means a 100% yield; for example, 0.34 means a 34% yield). (1) The reactants are [C:1]([O:4][CH2:5][C:6]1[C:7]([N:13]2[CH2:26][CH2:25][N:16]3[C:17]4[CH2:18][CH2:19][CH2:20][CH2:21][C:22]=4[C:23]([F:24])=[C:15]3[C:14]2=[O:27])=[N:8][CH:9]=[CH:10][C:11]=1Cl)(=[O:3])[CH3:2].[B:28]1(B2OC(C)(C)C(C)(C)O2)[O:32]C(C)(C)C(C)(C)[O:29]1.CC(C1C=C(C(C)C)C(C2C=CC=CC=2P(C2CCCCC2)C2CCCCC2)=C(C(C)C)C=1)C.C([O-])(=O)C.[K+]. The catalyst is C1C=CC(P(C2C=CC=CC=2)[C-]2C=CC=C2)=CC=1.C1C=CC(P(C2C=CC=CC=2)[C-]2C=CC=C2)=CC=1.Cl[Pd]Cl.[Fe+2].O1CCOCC1. The product is [C:1]([O:4][CH2:5][C:6]1[C:7]([N:13]2[CH2:26][CH2:25][N:16]3[C:17]4[CH2:18][CH2:19][CH2:20][CH2:21][C:22]=4[C:23]([F:24])=[C:15]3[C:14]2=[O:27])=[N:8][CH:9]=[CH:10][C:11]=1[B:28]([OH:32])[OH:29])(=[O:3])[CH3:2]. The yield is 0.670. (2) The reactants are [CH:1]1[C:13]2[C:12](=[CH:14][C:15]([NH:17][CH2:18][C:19](O)=[O:20])=[O:16])[C:11]3[C:6](=[CH:7][CH:8]=[CH:9][CH:10]=3)[C:5]=2[CH:4]=[CH:3][CH:2]=1.C(N(CC)CC)C.ClC(OCC)=O.[NH2:35][OH:36]. The catalyst is [Cl-].[Na+].O.CN(C=O)C. The product is [CH:1]1[C:13]2[C:12](=[CH:14][C:15]([NH:17][CH2:18][C:19]([NH:35][OH:36])=[O:20])=[O:16])[C:11]3[C:6](=[CH:7][CH:8]=[CH:9][CH:10]=3)[C:5]=2[CH:4]=[CH:3][CH:2]=1. The yield is 0.450. (3) The reactants are [NH2:1][C:2]1[C:3]2[N:4]([C:8]([C@@H:27]3[CH2:32][CH2:31][CH2:30][CH2:29][NH:28]3)=[N:9][C:10]=2[C:11]2[CH:26]=[CH:25][C:14]([C:15]([NH:17][C:18]3[N:23]=[C:22]([CH3:24])[CH:21]=[CH:20][N:19]=3)=[O:16])=[CH:13][CH:12]=2)[CH:5]=[CH:6][N:7]=1.[C:33](Cl)(=[O:36])[CH:34]=[CH2:35]. No catalyst specified. The product is [C:33]([N:28]1[CH2:29][CH2:30][CH2:31][CH2:32][C@H:27]1[C:8]1[N:4]2[CH:5]=[CH:6][N:7]=[C:2]([NH2:1])[C:3]2=[C:10]([C:11]2[CH:26]=[CH:25][C:14]([C:15]([NH:17][C:18]3[N:23]=[C:22]([CH3:24])[CH:21]=[CH:20][N:19]=3)=[O:16])=[CH:13][CH:12]=2)[N:9]=1)(=[O:36])[CH:34]=[CH2:35]. The yield is 0.274. (4) The reactants are [OH-].[Li+].[CH3:3][O:4][C:5]1[CH:10]=[CH:9][C:8]([C:11]2[CH:16]=[CH:15][C:14]([C:17]([O:19]C)=[O:18])=[C:13]([N+:21]([O-:23])=[O:22])[CH:12]=2)=[CH:7][CH:6]=1.CO.Cl. The catalyst is C1COCC1.O. The product is [CH3:3][O:4][C:5]1[CH:6]=[CH:7][C:8]([C:11]2[CH:16]=[CH:15][C:14]([C:17]([OH:19])=[O:18])=[C:13]([N+:21]([O-:23])=[O:22])[CH:12]=2)=[CH:9][CH:10]=1. The yield is 0.970. (5) The reactants are [N+:1]([C:4]1[N:5]([CH2:9][C:10]#[CH:11])[CH:6]=[CH:7][N:8]=1)([O-:3])=[O:2].[C:12]([O:15][CH:16]([CH2:21][O:22][S:23]([C:26]1[CH:32]=[CH:31][C:29]([CH3:30])=[CH:28][CH:27]=1)(=[O:25])=[O:24])[CH2:17][N:18]=[N+:19]=[N-:20])(=[O:14])[CH3:13].CCN(C(C)C)C(C)C. The catalyst is C1COCC1.[Cu]I. The yield is 0.810. The product is [C:12]([O:15][CH:16]([CH2:21][O:22][S:23]([C:26]1[CH:32]=[CH:31][C:29]([CH3:30])=[CH:28][CH:27]=1)(=[O:25])=[O:24])[CH2:17][N:18]1[CH:11]=[C:10]([CH2:9][N:5]2[CH:6]=[CH:7][N:8]=[C:4]2[N+:1]([O-:3])=[O:2])[N:20]=[N:19]1)(=[O:14])[CH3:13].